Dataset: Catalyst prediction with 721,799 reactions and 888 catalyst types from USPTO. Task: Predict which catalyst facilitates the given reaction. (1) Reactant: [OH:1][CH:2]([C:13]1[S:14][C:15]([C:18]2[CH:23]=[C:22]([NH:24][C:25]3[N:30]=[C:29]([C:31]([F:34])([F:33])[F:32])[CH:28]=[CH:27][N:26]=3)[CH:21]=[C:20]([CH3:35])[CH:19]=2)=[CH:16][N:17]=1)[CH:3]1[CH2:8][CH2:7][CH:6]([C:9]([O:11]C)=[O:10])[CH2:5][CH2:4]1.[OH-].[Na+].C1COCC1.Cl. Product: [OH:1][CH:2]([C:13]1[S:14][C:15]([C:18]2[CH:23]=[C:22]([NH:24][C:25]3[N:30]=[C:29]([C:31]([F:33])([F:34])[F:32])[CH:28]=[CH:27][N:26]=3)[CH:21]=[C:20]([CH3:35])[CH:19]=2)=[CH:16][N:17]=1)[CH:3]1[CH2:8][CH2:7][CH:6]([C:9]([OH:11])=[O:10])[CH2:5][CH2:4]1. The catalyst class is: 254. (2) Reactant: [C:1]1([C:7]#[C:8][C:9]2[CH:14]=[CH:13][CH:12]=[CH:11][CH:10]=2)[CH:6]=[CH:5][CH:4]=[CH:3][CH:2]=1.[N+:15]([CH:18](C(OC)=O)[C:19]([O:21][CH3:22])=[O:20])([O-])=[O:16]. Product: [C:1]1([C:7]2[C:18]([C:19]([O:21][CH3:22])=[O:20])=[N:15][O:16][C:8]=2[C:9]2[CH:10]=[CH:11][CH:12]=[CH:13][CH:14]=2)[CH:6]=[CH:5][CH:4]=[CH:3][CH:2]=1. The catalyst class is: 728. (3) Reactant: [NH2:1][C:2]([CH2:16][OH:17])([CH2:14][OH:15])[CH2:3][CH2:4][C:5]1[CH:10]=[CH:9][C:8]([C:11](=[O:13])[CH3:12])=[CH:7][CH:6]=1.[CH2:18](C(CC)(CC)C([O-])([O-])[O-])[CH3:19].C(O)(=O)C. Product: [OH:17][CH2:16][C:2]1([CH2:3][CH2:4][C:5]2[CH:10]=[CH:9][C:8]([C:11](=[O:13])[CH3:12])=[CH:7][CH:6]=2)[CH2:14][O:15][C:18]([CH3:19])=[N:1]1. The catalyst class is: 68.